Dataset: Full USPTO retrosynthesis dataset with 1.9M reactions from patents (1976-2016). Task: Predict the reactants needed to synthesize the given product. (1) Given the product [OH:17][C@H:14]1[CH2:15][CH2:16][C@H:11]([N:10]2[C:6]3[CH:5]=[CH:4][NH:3][C:2](=[O:1])[C:7]=3[C:8]([C:18]3[CH:19]=[C:20]([C:23]([NH2:25])=[O:24])[S:21][CH:22]=3)=[N:9]2)[CH2:12][CH2:13]1, predict the reactants needed to synthesize it. The reactants are: [O:1]=[C:2]1[C:7]2[C:8]([C:18]3[CH:19]=[C:20]([C:23]([NH2:25])=[O:24])[S:21][CH:22]=3)=[N:9][N:10]([CH:11]3[CH2:16][CH2:15][C:14](=[O:17])[CH2:13][CH2:12]3)[C:6]=2[CH:5]=[CH:4][NH:3]1.[BH4-].[Na+].Cl. (2) The reactants are: C([O:3][C:4](=[O:18])[CH2:5][C@H:6]1[O:10][B:9]([OH:11])[C:8]2[CH:12]=[C:13]([OH:17])[CH:14]=[C:15]([CH3:16])[C:7]1=2)C.[Li+].[OH-].Cl. Given the product [OH:11][B:9]1[C:8]2[CH:12]=[C:13]([OH:17])[CH:14]=[C:15]([CH3:16])[C:7]=2[C@@H:6]([CH2:5][C:4]([OH:18])=[O:3])[O:10]1, predict the reactants needed to synthesize it. (3) Given the product [CH3:1][O:2][C:3]([C:5]1[N:6]([CH2:26][C:27]2[CH:28]=[CH:29][C:30]([C:33]([O:35][C:36]([CH3:39])([CH3:38])[CH3:37])=[O:34])=[CH:31][CH:32]=2)[C:7](=[O:25])[C:8]2[C:13]([C:14]=1[C:15]1[CH:16]=[CH:17][CH:18]=[CH:19][CH:20]=1)=[CH:12][C:11]([C:21]([OH:23])=[O:22])=[CH:10][CH:9]=2)=[O:4], predict the reactants needed to synthesize it. The reactants are: [CH3:1][O:2][C:3]([C:5]1[N:6]([CH2:26][C:27]2[CH:32]=[CH:31][C:30]([C:33]([O:35][C:36]([CH3:39])([CH3:38])[CH3:37])=[O:34])=[CH:29][CH:28]=2)[C:7](=[O:25])[C:8]2[C:13]([C:14]=1[C:15]1[CH:20]=[CH:19][CH:18]=[CH:17][CH:16]=1)=[CH:12][C:11]([C:21]([O:23]C)=[O:22])=[CH:10][CH:9]=2)=[O:4].CO.[OH-].[Na+]. (4) Given the product [CH3:16][C:14]1[C:6]([C:7]#[N:8])=[C:2]2[NH:3][CH:4]=[CH:5][N:1]2[C:12](=[O:11])[C:13]=1[C:17]1[N:18]=[C:19]([CH3:22])[S:20][CH:21]=1, predict the reactants needed to synthesize it. The reactants are: [NH:1]1[CH:5]=[CH:4][N:3]=[C:2]1[CH2:6][C:7]#[N:8].C([O:11][C:12](=O)[CH:13]([C:17]1[N:18]=[C:19]([CH3:22])[S:20][CH:21]=1)[C:14]([CH3:16])=O)C.C([O-])(=O)C.[NH4+]. (5) The reactants are: [F:1][C:2]1[CH:7]=[C:6]([NH:8][CH2:9][C:10]2[CH:15]=[CH:14][C:13]([CH2:16][N:17]3[C:26]4[C:21](=[CH:22][CH:23]=[CH:24][CH:25]=4)[CH2:20][CH2:19][CH:18]3[CH3:27])=[C:12]([O:28][S:29]([CH3:32])(=[O:31])=[O:30])[CH:11]=2)[CH:5]=[CH:4][C:3]=1[CH2:33][CH2:34][C:35]([O:37]CC)=[O:36].[OH-].[Na+].C(=O)([O-])O.[Na+]. Given the product [F:1][C:2]1[CH:7]=[C:6]([NH:8][CH2:9][C:10]2[CH:15]=[CH:14][C:13]([CH2:16][N:17]3[C:26]4[C:21](=[CH:22][CH:23]=[CH:24][CH:25]=4)[CH2:20][CH2:19][CH:18]3[CH3:27])=[C:12]([O:28][S:29]([CH3:32])(=[O:30])=[O:31])[CH:11]=2)[CH:5]=[CH:4][C:3]=1[CH2:33][CH2:34][C:35]([OH:37])=[O:36], predict the reactants needed to synthesize it. (6) The reactants are: [Li+].C[Si]([N-][Si](C)(C)C)(C)C.[Cl:11][C:12]1[N:13]=[C:14]([Cl:21])[C:15]2[CH:20]=[CH:19][NH:18][C:16]=2[N:17]=1.[CH3:22][Si:23]([CH2:26][CH2:27][O:28][CH2:29]Cl)([CH3:25])[CH3:24]. Given the product [Cl:11][C:12]1[N:13]=[C:14]([Cl:21])[C:15]2[CH:20]=[CH:19][N:18]([CH2:29][O:28][CH2:27][CH2:26][Si:23]([CH3:25])([CH3:24])[CH3:22])[C:16]=2[N:17]=1, predict the reactants needed to synthesize it.